From a dataset of Forward reaction prediction with 1.9M reactions from USPTO patents (1976-2016). Predict the product of the given reaction. Given the reactants [CH2:1]([N:3]([CH2:20][CH3:21])[CH2:4][CH2:5][NH:6][C:7]([C:9]1[CH:18]=[CH:17][C:16]2[C:11](=[CH:12][CH:13]=[C:14]([I:19])[CH:15]=2)C=1)=[O:8])[CH3:2].IC1C=C2C(=CC=1)[N:29]=C(C(OCC)=O)C=C2.[K+].[Br-].IC1C2C=C(C(OC)=O)SC=2C=CC=1, predict the reaction product. The product is: [CH2:1]([N:3]([CH2:20][CH3:21])[CH2:4][CH2:5][NH:6][C:7]([C:9]1[CH:18]=[CH:17][C:16]2[C:11](=[CH:12][CH:13]=[C:14]([I:19])[CH:15]=2)[N:29]=1)=[O:8])[CH3:2].